This data is from Full USPTO retrosynthesis dataset with 1.9M reactions from patents (1976-2016). The task is: Predict the reactants needed to synthesize the given product. (1) Given the product [CH2:17]([O:19][C:20]([C:22]1([NH:31][C:14]([C:5]2[C:6]3[C:11](=[CH:10][CH:9]=[CH:8][CH:7]=3)[CH:12]=[CH:13][C:4]=2[O:3][CH2:1][CH3:2])=[O:16])[CH2:30][C:29]2[C:24](=[CH:25][CH:26]=[CH:27][CH:28]=2)[CH2:23]1)=[O:21])[CH3:18], predict the reactants needed to synthesize it. The reactants are: [CH2:1]([O:3][C:4]1[CH:13]=[CH:12][C:11]2[C:6](=[CH:7][CH:8]=[CH:9][CH:10]=2)[C:5]=1[C:14]([OH:16])=O)[CH3:2].[CH2:17]([O:19][C:20]([C:22]1([NH2:31])[CH2:30][C:29]2[C:24](=[CH:25][CH:26]=[CH:27][CH:28]=2)[CH2:23]1)=[O:21])[CH3:18].CN(C(ON1N=NC2C=CC=NC1=2)=[N+](C)C)C.F[P-](F)(F)(F)(F)F.CCN(C(C)C)C(C)C. (2) Given the product [OH:8][CH2:9][CH2:10][NH:11][S:12]([C:15]1[CH:20]=[CH:19][C:18]([C:21]2[N:26]3[CH:27]=[C:28](/[CH:30]=[CH:31]/[C:32]4[CH:41]=[CH:40][C:39]5[C:34](=[CH:35][CH:36]=[CH:37][CH:38]=5)[N:33]=4)[N:29]=[C:25]3[C:24]([N:42]3[CH2:47][CH2:46][O:45][CH2:44][CH2:43]3)=[N:23][CH:22]=2)=[CH:17][CH:16]=1)(=[O:13])=[O:14], predict the reactants needed to synthesize it. The reactants are: [Si]([O:8][CH2:9][CH2:10][NH:11][S:12]([C:15]1[CH:20]=[CH:19][C:18]([C:21]2[N:26]3[CH:27]=[C:28](/[CH:30]=[CH:31]/[C:32]4[CH:41]=[CH:40][C:39]5[C:34](=[CH:35][CH:36]=[CH:37][CH:38]=5)[N:33]=4)[N:29]=[C:25]3[C:24]([N:42]3[CH2:47][CH2:46][O:45][CH2:44][CH2:43]3)=[N:23][CH:22]=2)=[CH:17][CH:16]=1)(=[O:14])=[O:13])(C(C)(C)C)(C)C.CCCC[N+](CCCC)(CCCC)CCCC.[F-]. (3) Given the product [CH:10]1[C:11]2[CH:12]([CH2:14][O:15][C:16]([N:18]3[CH2:23][C@@H:22]([C:24](=[O:46])[NH:25][CH2:26][C:27]4([CH2:41][CH2:42][CH2:43][CH:44]=[O:45])[C:40]5[CH:39]=[CH:38][CH:37]=[CH:36][C:35]=5[O:34][C:33]5[C:28]4=[CH:29][CH:30]=[CH:31][CH:32]=5)[CH2:21][C@@H:20]([NH:47][S:48]([C:51]4[CH:56]=[CH:55][C:54]([O:57][CH3:58])=[C:53]([O:59][CH3:60])[CH:52]=4)(=[O:50])=[O:49])[CH2:19]3)=[O:17])[C:13]3[C:5](=[CH:4][CH:3]=[CH:2][CH:1]=3)[C:6]=2[CH:7]=[CH:8][CH:9]=1, predict the reactants needed to synthesize it. The reactants are: [CH:1]1[C:13]2[CH:12]([CH2:14][O:15][C:16]([N:18]3[CH2:23][C@@H:22]([C:24](=[O:46])[NH:25][CH2:26][C:27]4([CH2:41][CH2:42][CH2:43][CH2:44][OH:45])[C:40]5[CH:39]=[CH:38][CH:37]=[CH:36][C:35]=5[O:34][C:33]5[C:28]4=[CH:29][CH:30]=[CH:31][CH:32]=5)[CH2:21][C@@H:20]([NH:47][S:48]([C:51]4[CH:56]=[CH:55][C:54]([O:57][CH3:58])=[C:53]([O:59][CH3:60])[CH:52]=4)(=[O:50])=[O:49])[CH2:19]3)=[O:17])[C:11]3[C:6](=[CH:7][CH:8]=[CH:9][CH:10]=3)[C:5]=2[CH:4]=[CH:3][CH:2]=1.CC(OI1(OC(C)=O)(OC(C)=O)OC(=O)C2C=CC=CC1=2)=O. (4) Given the product [F:14][C:15]1[CH:16]=[C:17]([CH:25]=[CH:26][CH:27]=1)[CH2:18][N:4]1[CH2:5][CH2:6][N:1]([C:7]2[N:12]=[CH:11][NH:10][C:9](=[O:13])[CH:8]=2)[CH2:2][CH2:3]1, predict the reactants needed to synthesize it. The reactants are: [N:1]1([C:7]2[N:12]=[CH:11][NH:10][C:9](=[O:13])[CH:8]=2)[CH2:6][CH2:5][NH:4][CH2:3][CH2:2]1.[F:14][C:15]1[CH:16]=[C:17]([CH:25]=[CH:26][CH:27]=1)[CH2:18]N1CCNCC1.C(N(C(C)C)CC)(C)C. (5) Given the product [Br:1][C:2]1[CH:3]=[C:4]([CH:32]=[CH:33][CH:34]=1)[CH2:5][N:6]1[CH:11]=[CH:10][CH:9]=[C:8]([C:12]([NH:14][C@@H:15]([CH2:20][CH2:21][CH2:22][NH:23][C:24]([O:26][C:27]([CH3:30])([CH3:28])[CH3:29])=[O:25])[C:16]([OH:18])=[O:17])=[O:13])[C:7]1=[O:31], predict the reactants needed to synthesize it. The reactants are: [Br:1][C:2]1[CH:3]=[C:4]([CH:32]=[CH:33][CH:34]=1)[CH2:5][N:6]1[CH:11]=[CH:10][CH:9]=[C:8]([C:12]([NH:14][C@@H:15]([CH2:20][CH2:21][CH2:22][NH:23][C:24]([O:26][C:27]([CH3:30])([CH3:29])[CH3:28])=[O:25])[C:16]([O:18]C)=[O:17])=[O:13])[C:7]1=[O:31].[OH-].[Na+]. (6) Given the product [Cl:42][C:23]1[C:24]([C:33]2[CH:34]=[N:35][N:36]([CH2:38][CH2:39][O:40][CH3:41])[CH:37]=2)=[N:25][N:26]([C:27]2[CH:32]=[CH:31][CH:30]=[CH:29][CH:28]=2)[C:22]=1[NH:21][C:19]([NH:18][C@H:10]1[C@H:9]([C:4]2[CH:5]=[CH:6][C:7]([F:8])=[C:2]([F:1])[CH:3]=2)[CH2:13][N:12]([CH2:14][CH2:15][O:16][CH3:17])[CH2:11]1)=[O:20], predict the reactants needed to synthesize it. The reactants are: [F:1][C:2]1[CH:3]=[C:4]([C@@H:9]2[CH2:13][N:12]([CH2:14][CH2:15][O:16][CH3:17])[CH2:11][C@H:10]2[NH:18][C:19]([NH:21][C:22]2[N:26]([C:27]3[CH:32]=[CH:31][CH:30]=[CH:29][CH:28]=3)[N:25]=[C:24]([C:33]3[CH:34]=[N:35][N:36]([CH2:38][CH2:39][O:40][CH3:41])[CH:37]=3)[CH:23]=2)=[O:20])[CH:5]=[CH:6][C:7]=1[F:8].[Cl:42]N1C(=O)CCC1=O.CC1C=CC(S([O-])(=O)=O)=CC=1.[NH+]1C=CC=CC=1.